From a dataset of Reaction yield outcomes from USPTO patents with 853,638 reactions. Predict the reaction yield, written as a fraction of the theoretical maximum amount of product (1.0 means a 100% yield; for example, 0.34 means a 34% yield). (1) The reactants are [OH:1][C:2]1[CH:7]=[C:6]([CH3:8])[C:5]([C:9]2[CH:14]=[CH:13][CH:12]=[C:11]([CH2:15][O:16][C:17]3[CH:22]=[CH:21][C:20]([CH2:23][CH2:24][C:25]([O:27]C)=[O:26])=[CH:19][CH:18]=3)[CH:10]=2)=[C:4]([CH3:29])[CH:3]=1.[CH3:30][C:31]1[N:36]=[C:35]([CH2:37]O)[CH:34]=[CH:33][CH:32]=1.C1(P(C2C=CC=CC=2)C2C=CC=CC=2)C=CC=CC=1.N(C(OC(C)C)=O)=NC(OC(C)C)=O.[OH-].[Na+].[ClH:74].C(OCC)(=O)C.Cl. The catalyst is O1CCCC1.C(OCC)(=O)C.CO. The product is [ClH:74].[CH3:8][C:6]1[CH:7]=[C:2]([O:1][CH2:37][C:35]2[CH:34]=[CH:33][CH:32]=[C:31]([CH3:30])[N:36]=2)[CH:3]=[C:4]([CH3:29])[C:5]=1[C:9]1[CH:14]=[CH:13][CH:12]=[C:11]([CH2:15][O:16][C:17]2[CH:22]=[CH:21][C:20]([CH2:23][CH2:24][C:25]([OH:27])=[O:26])=[CH:19][CH:18]=2)[CH:10]=1. The yield is 0.440. (2) The reactants are [Cl:1][C:2]1[CH:3]=[N+:4]([O-:27])[CH:5]=[C:6]([Cl:26])[C:7]=1[CH2:8][C@@H:9]([C:11]1[CH:16]=[CH:15][C:14]([O:17][CH:18]([F:20])[F:19])=[C:13]([O:21][CH2:22][CH:23]2[CH2:25][CH2:24]2)[CH:12]=1)[OH:10].[S:28]1[CH:32]=[CH:31][CH:30]=[C:29]1[C:33]([O:35][CH2:36][C:37](O)=[O:38])=[O:34].C(Cl)CCl. The catalyst is CN(C1C=CN=CC=1)C.C(Cl)Cl. The product is [Cl:1][C:2]1[CH:3]=[N+:4]([O-:27])[CH:5]=[C:6]([Cl:26])[C:7]=1[CH2:8][C@@H:9]([C:11]1[CH:16]=[CH:15][C:14]([O:17][CH:18]([F:20])[F:19])=[C:13]([O:21][CH2:22][CH:23]2[CH2:25][CH2:24]2)[CH:12]=1)[O:10][C:37](=[O:38])[CH2:36][O:35][C:33]([C:29]1[S:28][CH:32]=[CH:31][CH:30]=1)=[O:34]. The yield is 0.633. (3) The reactants are [OH-].[Na+].[F:3][C:4]([F:20])([F:19])[CH:5]([C:7]1[CH:12]=[CH:11][C:10]([S:13]C(=O)N(C)C)=[CH:9][CH:8]=1)[OH:6].CO. The catalyst is C1COCC1. The product is [F:20][C:4]([F:3])([F:19])[CH:5]([C:7]1[CH:8]=[CH:9][C:10]([SH:13])=[CH:11][CH:12]=1)[OH:6]. The yield is 0.650.